This data is from Reaction yield outcomes from USPTO patents with 853,638 reactions. The task is: Predict the reaction yield, written as a fraction of the theoretical maximum amount of product (1.0 means a 100% yield; for example, 0.34 means a 34% yield). (1) The reactants are C([NH:4][C:5]1[N:6]=[C:7]([NH:22][CH:23]([CH3:25])[CH3:24])[C:8]2[N:14]=[C:13]([C:15]3[CH:20]=[CH:19][C:18]([F:21])=[CH:17][CH:16]=3)[CH:12]=[CH:11][C:9]=2[N:10]=1)(=O)C. The catalyst is ClCCl.[O-]CC.[Na+]. The product is [NH2:4][C:5]1[N:6]=[C:7]([NH:22][CH:23]([CH3:25])[CH3:24])[C:8]2[N:14]=[C:13]([C:15]3[CH:20]=[CH:19][C:18]([F:21])=[CH:17][CH:16]=3)[CH:12]=[CH:11][C:9]=2[N:10]=1. The yield is 0.610. (2) The yield is 0.718. No catalyst specified. The product is [N+:17]([C:13]1[CH:12]=[C:11]([C:10]2[C:2]3[N:1]=[C:21]([OH:22])[N:20]=[C:4]([OH:6])[C:3]=3[CH:7]=[CH:8][N:9]=2)[CH:16]=[CH:15][CH:14]=1)([O-:19])=[O:18]. The reactants are [NH2:1][C:2]1[C:10]([C:11]2[CH:16]=[CH:15][CH:14]=[C:13]([N+:17]([O-:19])=[O:18])[CH:12]=2)=[N:9][CH:8]=[CH:7][C:3]=1[C:4]([OH:6])=O.[NH2:20][C:21](N)=[O:22]. (3) The reactants are [CH:1]1[CH:10]=[CH:9][C:8]2[CH2:11][CH2:12][CH2:13][N:6]3[C:7]=2[C:2]=1[C@@H:3]1[CH2:16][N:15]([C:17]([O:19][C:20]([CH3:23])([CH3:22])[CH3:21])=[O:18])[CH2:14][C@@H:4]1[CH2:5]3.[Br:24]N1C(=O)CCC1=O. The catalyst is CN(C)C=O.C(OCC)(=O)C. The product is [Br:24][C:10]1[CH:1]=[C:2]2[C:7]3=[C:8]([CH2:11][CH2:12][CH2:13][N:6]3[CH2:5][C@H:4]3[CH2:14][N:15]([C:17]([O:19][C:20]([CH3:23])([CH3:22])[CH3:21])=[O:18])[CH2:16][C@@H:3]23)[CH:9]=1. The yield is 0.950. (4) The reactants are [H-].[Na+].F[C:4]1[CH:9]=[CH:8][C:7]([N+:10]([O-:12])=[O:11])=[CH:6][CH:5]=1.[F:13][C:14]1[C:19]([F:20])=[CH:18][CH:17]=[CH:16][C:15]=1[OH:21]. The catalyst is CN(C)C=O.Cl[Cu]. The product is [F:20][C:19]1[CH:18]=[CH:17][CH:16]=[C:15]([O:21][C:4]2[CH:9]=[CH:8][C:7]([N+:10]([O-:12])=[O:11])=[CH:6][CH:5]=2)[C:14]=1[F:13]. The yield is 0.840. (5) The reactants are Br[C:2]1[C:3]2[C:8]([C:9](Br)=[C:10]3[C:15]=1[CH:14]=[C:13]([O:16][CH2:17][CH:18]([CH2:23][CH3:24])[CH2:19][CH2:20][CH2:21][CH3:22])[CH:12]=[CH:11]3)=[CH:7][C:6]([O:26][CH2:27][CH:28]([CH2:33][CH3:34])[CH2:29][CH2:30][CH2:31][CH3:32])=[CH:5][CH:4]=2.[C:35]1([CH3:41])[CH:40]=[CH:39][CH:38]=[CH:37][CH:36]=1.[H-]. The catalyst is Cl[Pd](Cl)([P](C1C=CC=CC=1)(C1C=CC=CC=1)C1C=CC=CC=1)[P](C1C=CC=CC=1)(C1C=CC=CC=1)C1C=CC=CC=1.C1COCC1. The product is [C:35]1([C:41]([C:10]2[CH:15]=[CH:14][CH:13]=[CH:12][CH:11]=2)=[CH:41][C:35]2[CH:40]=[CH:39][C:38]([C:2]3[C:3]4[C:8]([C:9]([C:38]5[CH:39]=[CH:40][C:35]([CH:41]=[C:41]([C:3]6[CH:8]=[CH:7][CH:6]=[CH:5][CH:4]=6)[C:35]6[CH:40]=[CH:39][CH:38]=[CH:37][CH:36]=6)=[CH:36][CH:37]=5)=[C:10]5[C:11]=3[CH:12]=[C:13]([O:16][CH2:17][CH:18]([CH2:23][CH3:24])[CH2:19][CH2:20][CH2:21][CH3:22])[CH:14]=[CH:15]5)=[CH:7][C:6]([O:26][CH2:27][CH:28]([CH2:33][CH3:34])[CH2:29][CH2:30][CH2:31][CH3:32])=[CH:5][CH:4]=4)=[CH:37][CH:36]=2)[CH:40]=[CH:39][CH:38]=[CH:37][CH:36]=1. The yield is 0.600. (6) The reactants are Cl[C:2]1[N:7]=[C:6]([NH2:8])[CH:5]=[CH:4][N:3]=1.[CH2:9](B(CC)CC)[CH3:10].[O-]P([O-])([O-])=O.[K+].[K+].[K+].O. The catalyst is C1C=CC(P(C2C=CC=CC=2)[C-]2C=CC=C2)=CC=1.C1C=CC(P(C2C=CC=CC=2)[C-]2C=CC=C2)=CC=1.Cl[Pd]Cl.[Fe+2].O1CCCC1. The product is [CH2:9]([C:2]1[N:7]=[C:6]([NH2:8])[CH:5]=[CH:4][N:3]=1)[CH3:10]. The yield is 0.240. (7) The reactants are [CH3:1][O:2][CH2:3][C@@H:4]1[CH2:8][CH2:7][CH2:6][N:5]1[S:9]([C:12]1[CH:13]=[C:14]2[C:18](=[CH:19][CH:20]=1)[NH:17][C:16](=[O:21])[C:15]12[O:26][CH2:25][CH2:24][CH2:23][O:22]1)(=[O:11])=[O:10].[OH-].[CH2:28]([N+:35](C)(C)C)[C:29]1C=CC=C[CH:30]=1.O.C(Cl)Cl.CO. The catalyst is CCO. The product is [CH3:1][O:2][CH2:3][C@@H:4]1[CH2:8][CH2:7][CH2:6][N:5]1[S:9]([C:12]1[CH:13]=[C:14]2[C:18](=[CH:19][CH:20]=1)[N:17]([CH2:30][CH2:29][C:28]#[N:35])[C:16](=[O:21])[C:15]12[O:26][CH2:25][CH2:24][CH2:23][O:22]1)(=[O:11])=[O:10]. The yield is 0.580.